This data is from Full USPTO retrosynthesis dataset with 1.9M reactions from patents (1976-2016). The task is: Predict the reactants needed to synthesize the given product. (1) Given the product [Br:1][C:16]1[C:11]([NH:10][CH3:9])=[N:12][CH:13]=[C:14]([C:17]([F:23])([F:22])[C:18]([F:19])([F:20])[F:21])[CH:15]=1, predict the reactants needed to synthesize it. The reactants are: [Br:1]N1C(=O)CCC1=O.[CH3:9][NH:10][C:11]1[CH:16]=[CH:15][C:14]([C:17]([F:23])([F:22])[C:18]([F:21])([F:20])[F:19])=[CH:13][N:12]=1.S([O-])([O-])(=O)=S.[Na+].[Na+].C(=O)(O)[O-].[Na+]. (2) Given the product [BrH:44].[CH2:33]([C:30]1[CH:29]=[N:28][C:27]([N:26]([CH2:2][CH2:3][CH2:4][CH2:5][CH:6]([CH3:8])[CH3:7])[CH2:25][CH2:24][C:22]2[N:23]=[C:19]([S:18][C:15]([CH3:16])([CH3:17])[C:14]([OH:35])=[O:13])[S:20][CH:21]=2)=[N:32][CH:31]=1)[CH3:34], predict the reactants needed to synthesize it. The reactants are: I[CH2:2][CH2:3][CH2:4][CH2:5][CH:6]([CH3:8])[CH3:7].C([O:13][C:14](=[O:35])[C:15]([S:18][C:19]1[S:20][CH:21]=[C:22]([CH2:24][CH2:25][NH:26][C:27]2[N:32]=[CH:31][C:30]([CH2:33][CH3:34])=[CH:29][N:28]=2)[N:23]=1)([CH3:17])[CH3:16])(C)(C)C.CC(C)CCCCO.[BrH:44].C(O)(=O)C. (3) The reactants are: [CH3:1][C:2]1([CH3:22])[O:6][C@@H:5]([C@@H:7]([OH:21])[C@@H:8]2[O:12][C:11]([CH3:14])([CH3:13])[O:10][C@@H:9]2[C@@H:15]([OH:20])[C:16]([F:19])([F:18])[F:17])[CH2:4][O:3]1.CC1(C)O[C@@H]([C@@H](O)[C@@H]2OC(C)(C)O[C@@H]2[C@H](O)C(F)(F)F)CO1. Given the product [CH3:1][C:2]1([CH3:22])[O:6][C@@H:5]([C@@H:7]2[C@@H:8]3[O:12][C:11]([CH3:13])([CH3:14])[O:10][C@@H:9]3[C:15]([C:16]([F:18])([F:17])[F:19])([OH:20])[O:21]2)[CH2:4][O:3]1, predict the reactants needed to synthesize it.